Dataset: Peptide-MHC class II binding affinity with 134,281 pairs from IEDB. Task: Regression. Given a peptide amino acid sequence and an MHC pseudo amino acid sequence, predict their binding affinity value. This is MHC class II binding data. (1) The peptide sequence is AAIHEMFVNTLVASS. The MHC is HLA-DQA10102-DQB10602 with pseudo-sequence HLA-DQA10102-DQB10602. The binding affinity (normalized) is 0.575. (2) The peptide sequence is PVSPGEMRLRDDQRK. The MHC is DRB1_0701 with pseudo-sequence DRB1_0701. The binding affinity (normalized) is 0. (3) The peptide sequence is YDKFLANVSTVLTGC. The binding affinity (normalized) is 0.669. The MHC is DRB1_1602 with pseudo-sequence DRB1_1602. (4) The MHC is DRB1_0401 with pseudo-sequence DRB1_0401. The binding affinity (normalized) is 0.534. The peptide sequence is RGVLLLSTRDLAFAG. (5) The peptide sequence is KYQEFFWDANDIYRI. The MHC is DRB1_1101 with pseudo-sequence DRB1_1101. The binding affinity (normalized) is 0.557. (6) The binding affinity (normalized) is 0.294. The peptide sequence is NRASLMQLISTNVFG. The MHC is DRB3_0202 with pseudo-sequence DRB3_0202. (7) The peptide sequence is EVVDYLGIPASARPV. The MHC is DRB1_1501 with pseudo-sequence DRB1_1501. The binding affinity (normalized) is 0.698.